From a dataset of Forward reaction prediction with 1.9M reactions from USPTO patents (1976-2016). Predict the product of the given reaction. (1) Given the reactants [C:1]([C:5]1[S:9][C:8]([C:10]([NH:12][C@@H:13]([CH2:27][C:28]2[CH:33]=[CH:32][C:31]([C:34]3[N:39]=[CH:38][C:37]([C:40]4[CH:45]=[CH:44][C:43]([OH:46])=[CH:42][C:41]=4[F:47])=[CH:36][N:35]=3)=[CH:30][CH:29]=2)[C:14]([N:16]2[CH2:19][CH:18]([C:20]([O:22][C:23]([CH3:26])([CH3:25])[CH3:24])=[O:21])[CH2:17]2)=[O:15])=[O:11])=[CH:7][CH:6]=1)([CH3:4])([CH3:3])[CH3:2].C1(N([S:59]([C:62]([F:65])([F:64])[F:63])(=[O:61])=[O:60])S(C)(=O)=O)C=CC=CC=1.CCN(C(C)C)C(C)C, predict the reaction product. The product is: [C:1]([C:5]1[S:9][C:8]([C:10]([NH:12][C@@H:13]([CH2:27][C:28]2[CH:33]=[CH:32][C:31]([C:34]3[N:39]=[CH:38][C:37]([C:40]4[CH:45]=[CH:44][C:43]([O:46][S:59]([C:62]([F:65])([F:64])[F:63])(=[O:61])=[O:60])=[CH:42][C:41]=4[F:47])=[CH:36][N:35]=3)=[CH:30][CH:29]=2)[C:14]([N:16]2[CH2:17][CH:18]([C:20]([O:22][C:23]([CH3:26])([CH3:24])[CH3:25])=[O:21])[CH2:19]2)=[O:15])=[O:11])=[CH:7][CH:6]=1)([CH3:2])([CH3:3])[CH3:4]. (2) The product is: [Cl:1][C:2]1[CH:7]=[CH:6][C:5]([C:8]23[N:21]([C:23]([NH:22][CH2:25][CH2:26][C:27]4[CH:32]=[CH:31][CH:30]=[CH:29][CH:28]=4)=[O:24])[CH2:20][CH2:19][N:9]2[C:10](=[O:18])[C:11]2[N:12]([N:14]=[C:15]([CH3:17])[CH:16]=2)[CH2:13]3)=[CH:4][CH:3]=1. Given the reactants [Cl:1][C:2]1[CH:7]=[CH:6][C:5]([C:8]23[NH:21][CH2:20][CH2:19][N:9]2[C:10](=[O:18])[C:11]2[N:12]([N:14]=[C:15]([CH3:17])[CH:16]=2)[CH2:13]3)=[CH:4][CH:3]=1.[N:22]([CH2:25][CH2:26][C:27]1[CH:32]=[CH:31][CH:30]=[CH:29][CH:28]=1)=[C:23]=[O:24].O, predict the reaction product.